Task: Regression. Given a peptide amino acid sequence and an MHC pseudo amino acid sequence, predict their binding affinity value. This is MHC class II binding data.. Dataset: Peptide-MHC class II binding affinity with 134,281 pairs from IEDB (1) The peptide sequence is IVPPADKYRTFVATF. The MHC is HLA-DQA10102-DQB10602 with pseudo-sequence HLA-DQA10102-DQB10602. The binding affinity (normalized) is 0. (2) The peptide sequence is FVMMSAPPAEYKLQQ. The MHC is DRB5_0101 with pseudo-sequence DRB5_0101. The binding affinity (normalized) is 0.476. (3) The peptide sequence is NKICTSKGDSARVTV. The MHC is DRB1_0802 with pseudo-sequence DRB1_0802. The binding affinity (normalized) is 0.182. (4) The peptide sequence is STWLLKPGAGIMIFD. The MHC is HLA-DPA10201-DPB10501 with pseudo-sequence HLA-DPA10201-DPB10501. The binding affinity (normalized) is 0. (5) The peptide sequence is EVLKGPFTVRYTTEG. The binding affinity (normalized) is 0.0755. The MHC is DRB1_0401 with pseudo-sequence DRB1_0401. (6) The peptide sequence is YEGQRVVFIQPSPVRD. The MHC is DRB5_0101 with pseudo-sequence DRB5_0101. The binding affinity (normalized) is 0.510.